Dataset: Catalyst prediction with 721,799 reactions and 888 catalyst types from USPTO. Task: Predict which catalyst facilitates the given reaction. (1) Reactant: [OH:1][C:2]1[C:7]([CH:8]=[O:9])=[CH:6][C:5]([O:10][CH3:11])=[N:4][CH:3]=1.[Br:12][C:13]1[C:18]([CH2:19]Cl)=[CH:17][CH:16]=[CH:15][N:14]=1.C([O-])([O-])=O.[K+].[K+].O. Product: [Br:12][C:13]1[C:18]([CH2:19][O:1][C:2]2[C:7]([CH:8]=[O:9])=[CH:6][C:5]([O:10][CH3:11])=[N:4][CH:3]=2)=[CH:17][CH:16]=[CH:15][N:14]=1. The catalyst class is: 3. (2) Product: [NH2:23][C:21](=[O:22])[C@H:20]([NH:19][C:6]1[N:7]=[C:8]([NH:9][C:10]2[C:18]3[C:13](=[N:14][CH:15]=[CH:16][CH:17]=3)[S:12][CH:11]=2)[C:3]([C:1]([NH2:2])=[O:34])=[N:4][CH:5]=1)[CH2:24][CH:25]1[CH2:26][CH2:27]1. Reactant: [C:1]([C:3]1[N:4]=[CH:5][C:6]([NH:19][C@H:20]([CH2:24][CH:25]2[CH2:27][CH2:26]2)[C:21]([NH2:23])=[O:22])=[N:7][C:8]=1[NH:9][C:10]1[C:18]2[C:13](=[N:14][CH:15]=[CH:16][CH:17]=2)[S:12][CH:11]=1)#[N:2].[OH-].[Na+].OO.CC(O)=[O:34]. The catalyst class is: 593. (3) Reactant: [CH2:1]([OH:23])[C@H:2]1[O:7][C@H:6]([O:8][C@H:9]2[O:14][C@H:13]([CH2:15][OH:16])[C@@H:12]([OH:17])[C@H:11]([OH:18])[C@H:10]2[OH:19])[C@H:5]([OH:20])[C@@H:4]([OH:21])[C@@H:3]1[OH:22].[CH2:24]([OH:31])[C:25]([NH2:30])([CH2:28][OH:29])[CH2:26][OH:27].Cl. Product: [CH2:15]([OH:16])[C@H:13]1[O:14][C@H:9]([O:8][C@H:6]2[O:7][C@H:2]([CH2:1][OH:23])[C@@H:3]([OH:22])[C@H:4]([OH:21])[C@H:5]2[OH:20])[C@H:10]([OH:19])[C@@H:11]([OH:18])[C@@H:12]1[OH:17].[CH2:24]([OH:31])[C:25]([NH2:30])([CH2:28][OH:29])[CH2:26][OH:27]. The catalyst class is: 6. (4) Reactant: [Br:1][C:2]1[C:3]([Cl:9])=[N:4][CH:5]=[CH:6][C:7]=1I.[C:10]([C:12]1[CH:17]=[CH:16][C:15](B(O)O)=[CH:14][CH:13]=1)#[N:11].C([O-])([O-])=O.[Na+].[Na+].C1(C)C=CC=CC=1. Product: [Br:1][C:2]1[C:3]([Cl:9])=[N:4][CH:5]=[CH:6][C:7]=1[C:15]1[CH:16]=[CH:17][C:12]([C:10]#[N:11])=[CH:13][CH:14]=1. The catalyst class is: 257. (5) Reactant: C(OC([NH:8]/[C:9](=[N:33]\C(=O)OC(C)(C)C)/[NH:10][CH2:11][C@@H:12]1[C@@H:20]([C@@:21]2([CH3:30])[CH2:26][CH2:25][C@H:24]([OH:27])[CH2:23][C@@H:22]2[CH2:28][OH:29])[CH2:19][CH2:18][C@@:17]2(C)[C@H:13]1[CH2:14][CH2:15][C:16]2=[CH2:32])=O)(C)(C)C.[ClH:41].O1CCOC[CH2:43]1. Product: [ClH:41].[OH:27][C@H:24]1[CH2:25][CH2:26][C@@:21]([C@H:20]2[CH2:19][CH2:18][C:17]3[C:16]([CH3:32])([CH3:43])[CH2:15][CH2:14][C:13]=3[C@@H:12]2[CH2:11][NH:10][C:9]([NH2:8])=[NH:33])([CH3:30])[C@@H:22]([CH2:28][OH:29])[CH2:23]1. The catalyst class is: 5. (6) Reactant: [OH:1][C:2]1[CH:3]=[CH:4][C:5]([CH3:23])=[C:6]([N:8]2[CH2:17][C:16]3[C:11](=[CH:12][C:13]([C:18]([O:20][CH3:21])=[O:19])=[CH:14][CH:15]=3)[NH:10][C:9]2=[O:22])[CH:7]=1.[F:24][C:25]1[C:26]([CH2:31]O)=[N:27][CH:28]=[CH:29][CH:30]=1.C(P(C(C)(C)C)C(C)(C)C)(C)(C)C.N(C(N1CCCCC1)=O)=NC(N1CCCCC1)=O. Product: [F:24][C:25]1[C:26]([CH2:31][O:1][C:2]2[CH:3]=[CH:4][C:5]([CH3:23])=[C:6]([N:8]3[CH2:17][C:16]4[C:11](=[CH:12][C:13]([C:18]([O:20][CH3:21])=[O:19])=[CH:14][CH:15]=4)[NH:10][C:9]3=[O:22])[CH:7]=2)=[N:27][CH:28]=[CH:29][CH:30]=1. The catalyst class is: 1. (7) Reactant: [C:1]1([CH3:11])[CH:6]=[CH:5][C:4]([S:7](Cl)(=[O:9])=[O:8])=[CH:3][CH:2]=1.[Cl:12][CH2:13][CH2:14][OH:15]. Product: [CH3:11][C:1]1[CH:6]=[CH:5][C:4]([S:7]([O:15][CH2:14][CH2:13][Cl:12])(=[O:9])=[O:8])=[CH:3][CH:2]=1. The catalyst class is: 17. (8) Reactant: [F:1][C:2]1[CH:7]=[C:6]([F:8])[CH:5]=[CH:4][C:3]=1[CH:9]1[CH2:11][O:10]1.[F:12][C:13]1([S:19]([C:22]2[CH:27]=[CH:26][CH:25]=[CH:24][CH:23]=2)(=[O:21])=[O:20])[CH2:18][CH2:17][NH:16][CH2:15][CH2:14]1. Product: [F:1][C:2]1[CH:7]=[C:6]([F:8])[CH:5]=[CH:4][C:3]=1[CH:9]([OH:10])[CH2:11][N:16]1[CH2:15][CH2:14][C:13]([F:12])([S:19]([C:22]2[CH:23]=[CH:24][CH:25]=[CH:26][CH:27]=2)(=[O:21])=[O:20])[CH2:18][CH2:17]1. The catalyst class is: 550. (9) Reactant: [BH4-].[Na+].[C:3]([N:22]1[CH:26]=[C:25]([CH2:27][O:28][CH2:29][C:30]([C:32]2[CH:39]=[CH:38][C:35]([C:36]#[N:37])=[CH:34][CH:33]=2)=[O:31])[N:24]=[CH:23]1)([C:16]1[CH:21]=[CH:20][CH:19]=[CH:18][CH:17]=1)([C:10]1[CH:15]=[CH:14][CH:13]=[CH:12][CH:11]=1)[C:4]1[CH:9]=[CH:8][CH:7]=[CH:6][CH:5]=1.C(O)(=O)C. The catalyst class is: 8. Product: [OH:31][CH:30]([C:32]1[CH:33]=[CH:34][C:35]([C:36]#[N:37])=[CH:38][CH:39]=1)[CH2:29][O:28][CH2:27][C:25]1[N:24]=[CH:23][N:22]([C:3]([C:10]2[CH:11]=[CH:12][CH:13]=[CH:14][CH:15]=2)([C:4]2[CH:9]=[CH:8][CH:7]=[CH:6][CH:5]=2)[C:16]2[CH:17]=[CH:18][CH:19]=[CH:20][CH:21]=2)[CH:26]=1.